Dataset: Reaction yield outcomes from USPTO patents with 853,638 reactions. Task: Predict the reaction yield, written as a fraction of the theoretical maximum amount of product (1.0 means a 100% yield; for example, 0.34 means a 34% yield). (1) The reactants are [C:1]1([CH2:7][C:8]([OH:10])=O)[CH:6]=[CH:5][CH:4]=[CH:3][CH:2]=1.O=C1N(P(Cl)(N2CCOC2=O)=O)CCO1.C(N(CC)CC)C.[Br:33][C:34]1[C:35]([F:44])=[C:36]2[C:42]([NH2:43])=[CH:41][NH:40][C:37]2=[N:38][CH:39]=1.C([O-])([O-])=O.[Na+].[Na+]. The catalyst is C(Cl)Cl. The product is [Br:33][C:34]1[C:35]([F:44])=[C:36]2[C:42]([NH:43][C:8](=[O:10])[CH2:7][C:1]3[CH:2]=[CH:3][CH:4]=[CH:5][CH:6]=3)=[CH:41][NH:40][C:37]2=[N:38][CH:39]=1. The yield is 0.801. (2) The reactants are FC(F)(F)C(O)=O.[Cl:8][C:9]1[CH:14]=[C:13]([Cl:15])[CH:12]=[CH:11][C:10]=1[C@H:16]([N:18]1[C:26]2[C:21](=[CH:22][CH:23]=[C:24]([N:27]3[CH2:32][CH2:31][N:30]([C:33]([C@H:35]4[CH2:39][CH2:38][CH2:37][N:36]4C(OC(C)(C)C)=O)=[O:34])[CH2:29][CH2:28]3)[CH:25]=2)[CH:20]=[N:19]1)[CH3:17]. The catalyst is ClCCl. The product is [Cl:8][C:9]1[CH:14]=[C:13]([Cl:15])[CH:12]=[CH:11][C:10]=1[C@H:16]([N:18]1[C:26]2[C:21](=[CH:22][CH:23]=[C:24]([N:27]3[CH2:28][CH2:29][N:30]([C:33]([C@H:35]4[CH2:39][CH2:38][CH2:37][NH:36]4)=[O:34])[CH2:31][CH2:32]3)[CH:25]=2)[CH:20]=[N:19]1)[CH3:17]. The yield is 0.570. (3) The reactants are [CH3:1][C:2]1[C:7]([CH3:8])=[C:6]([CH2:9][C:10]2[CH:15]=[CH:14][N:13]=[CH:12][CH:11]=2)[N:5]=[N:4][C:3]=1[N:16]1[CH2:21][CH2:20][NH:19][C@H:18]([CH3:22])[CH2:17]1.[CH3:23][O:24][C:25]([C:27]1[CH:32]=[N:31][C:30](Cl)=[CH:29][N:28]=1)=[O:26]. No catalyst specified. The product is [CH3:23][O:24][C:25]([C:27]1[N:28]=[CH:29][C:30]([N:19]2[CH2:20][CH2:21][N:16]([C:3]3[N:4]=[N:5][C:6]([CH2:9][C:10]4[CH:11]=[CH:12][N:13]=[CH:14][CH:15]=4)=[C:7]([CH3:8])[C:2]=3[CH3:1])[CH2:17][C@H:18]2[CH3:22])=[N:31][CH:32]=1)=[O:26]. The yield is 0.560. (4) The catalyst is ClCCl.C(OCC)(=O)C. The reactants are C1(P(=O)(C2C=CC=CC=2)C2C=CC=CC=2)C=CC=CC=1.FC(F)(F)S(OS(C(F)(F)F)(=O)=O)(=O)=O.C([S:43][CH:44]([CH2:77][N:78]1[CH2:83][CH2:82][S:81][CH2:80][CH2:79]1)[CH2:45][NH:46][C:47]([C:49]1[NH:50][C:51]2[C:56]([CH:57]=1)=[CH:55][C:54]([O:58][CH2:59][CH2:60][CH2:61][S:62]([CH3:65])(=[O:64])=[O:63])=[CH:53][C:52]=2[N:66]([CH3:76])[S:67]([C:70]1[CH:75]=[CH:74][CH:73]=[CH:72][N:71]=1)(=[O:69])=[O:68])=O)C1C=CC=CC=1.C1(SC)C=CC=CC=1. The yield is 0.540. The product is [CH3:76][N:66]([C:52]1[CH:53]=[C:54]([O:58][CH2:59][CH2:60][CH2:61][S:62]([CH3:65])(=[O:63])=[O:64])[CH:55]=[C:56]2[C:51]=1[NH:50][C:49]([C:47]1[S:43][CH:44]([CH2:77][N:78]3[CH2:83][CH2:82][S:81][CH2:80][CH2:79]3)[CH2:45][N:46]=1)=[CH:57]2)[S:67]([C:70]1[CH:75]=[CH:74][CH:73]=[CH:72][N:71]=1)(=[O:68])=[O:69]. (5) The reactants are [F-].C([N+](CCCC)(CCCC)CCCC)CCC.O1CCCC1.C[O:25][C:26](=[O:63])[CH2:27][C:28]1[CH:29]=[N:30][CH:31]=[C:32]([C:34]2[CH:39]=[CH:38][C:37]([C:40]([CH2:60][CH3:61])([C:43]3[CH:48]=[CH:47][C:46]([C:49]#[C:50][C:51]4([OH:58])[CH2:57][CH2:56][CH2:55][CH2:54][CH2:53][CH2:52]4)=[C:45]([CH3:59])[CH:44]=3)[CH2:41][CH3:42])=[CH:36][C:35]=2[CH3:62])[CH:33]=1.C(=O)(O)[O-].[Na+]. No catalyst specified. The product is [CH2:41]([C:40]([C:37]1[CH:38]=[CH:39][C:34]([C:32]2[CH:33]=[C:28]([CH2:27][C:26]([OH:63])=[O:25])[CH:29]=[N:30][CH:31]=2)=[C:35]([CH3:62])[CH:36]=1)([C:43]1[CH:48]=[CH:47][C:46]([C:49]#[C:50][C:51]2([OH:58])[CH2:57][CH2:56][CH2:55][CH2:54][CH2:53][CH2:52]2)=[C:45]([CH3:59])[CH:44]=1)[CH2:60][CH3:61])[CH3:42]. The yield is 0.220. (6) The reactants are FC(F)(F)C(O)=O.C(OC(=O)[NH:14][CH2:15][CH2:16][C:17]1[CH:26]=[CH:25][C:24]2[NH:23][CH:22]([C:27]3[C:35]([Br:36])=[CH:34][C:30]4[O:31][CH2:32][O:33][C:29]=4[CH:28]=3)[CH:21]3[CH2:37][CH:38]=[CH:39][CH:20]3[C:19]=2[CH:18]=1)(C)(C)C. The catalyst is ClCCl. The product is [Br:36][C:35]1[C:27]([CH:22]2[CH:21]3[CH2:37][CH:38]=[CH:39][CH:20]3[C:19]3[CH:18]=[C:17]([CH2:16][CH2:15][NH2:14])[CH:26]=[CH:25][C:24]=3[NH:23]2)=[CH:28][C:29]2[O:33][CH2:32][O:31][C:30]=2[CH:34]=1. The yield is 0.950. (7) The reactants are [OH:1][NH:2][C:3]([C:5]1[C:6]2[CH:7]=[CH:8][NH:9][C:10]=2[CH:11]=[CH:12][CH:13]=1)=[NH:4].[CH2:14]([C:17]1[CH:25]=[CH:24][C:20]([C:21](O)=O)=[CH:19][N:18]=1)[CH2:15][CH3:16].C(Cl)CCl.CCCC[N+](CCCC)(CCCC)CCCC.[F-]. The catalyst is CS(C)=O.C1COCC1.CCOC(C)=O. The product is [NH:9]1[C:10]2[C:6](=[C:5]([C:3]3[N:4]=[C:21]([C:20]4[CH:19]=[N:18][C:17]([CH2:14][CH2:15][CH3:16])=[CH:25][CH:24]=4)[O:1][N:2]=3)[CH:13]=[CH:12][CH:11]=2)[CH:7]=[CH:8]1. The yield is 0.330.